The task is: Predict the reactants needed to synthesize the given product.. This data is from Full USPTO retrosynthesis dataset with 1.9M reactions from patents (1976-2016). (1) Given the product [CH3:39][C:48]([OH:44])([CH3:47])[CH2:5][CH:6]1[S:10][C:9]([C:11]2[NH:12][C:13]3[C:18]([CH:19]=2)=[CH:17][C:16]([O:20][C:21]2[CH:22]=[CH:23][C:24]([S:27]([CH3:30])(=[O:28])=[O:29])=[CH:25][CH:26]=2)=[CH:15][C:14]=3[O:31][CH:32]2[CH2:37][CH2:36][O:35][CH2:34][CH2:33]2)=[N:8][CH2:7]1, predict the reactants needed to synthesize it. The reactants are: C(OC(=O)[CH2:5][CH:6]1[S:10][C:9]([C:11]2[NH:12][C:13]3[C:18]([CH:19]=2)=[CH:17][C:16]([O:20][C:21]2[CH:26]=[CH:25][C:24]([S:27]([CH3:30])(=[O:29])=[O:28])=[CH:23][CH:22]=2)=[CH:15][C:14]=3[O:31][CH:32]2[CH2:37][CH2:36][O:35][CH2:34][CH2:33]2)=[N:8][CH2:7]1)C.[CH3:39][Mg]Br.[Cl-].[NH4+].[O:44]1[CH2:48][CH2:47]CC1. (2) Given the product [CH:8]1([NH:14][C:15]2[CH:24]=[N:23][C:22]3[C:17](=[CH:18][C:19]([N:28]4[CH2:33][CH2:32][O:31][CH2:30][CH2:29]4)=[C:20]([O:25][CH3:26])[CH:21]=3)[N:16]=2)[CH2:13][CH2:12][CH2:11][CH2:10][CH2:9]1, predict the reactants needed to synthesize it. The reactants are: C1(C)C=CC=CC=1.[CH:8]1([NH:14][C:15]2[CH:24]=[N:23][C:22]3[C:17](=[CH:18][C:19](Br)=[C:20]([O:25][CH3:26])[CH:21]=3)[N:16]=2)[CH2:13][CH2:12][CH2:11][CH2:10][CH2:9]1.[NH:28]1[CH2:33][CH2:32][O:31][CH2:30][CH2:29]1.CC(C)([O-])C.[Na+]. (3) The reactants are: [Cl:1][C:2]1[CH:3]=[CH:4][C:5]2[C:14]([CH:15]=1)=[N:13][C:12]1[C:7](=[CH:8][CH:9]=[CH:10][CH:11]=1)[C:6]=2Cl.[CH2:17]([N:19]1[CH2:24][CH2:23][CH:22]([NH2:25])[CH2:21][CH2:20]1)[CH3:18]. Given the product [Cl:1][C:2]1[CH:3]=[CH:4][C:5]2[C:14]([CH:15]=1)=[N:13][C:12]1[C:7](=[CH:8][CH:9]=[CH:10][CH:11]=1)[C:6]=2[NH:25][CH:22]1[CH2:23][CH2:24][N:19]([CH2:17][CH3:18])[CH2:20][CH2:21]1, predict the reactants needed to synthesize it. (4) Given the product [NH2:29][C@@H:24]([CH2:25][CH:26]([CH3:28])[CH3:27])[CH2:23][O:22][C:21]1[C:5]([C:2]([OH:1])([CH3:3])[CH3:4])=[CH:6][C:7]2[C:16]3[C:11](=[C:12]([CH3:17])[N:13]=[CH:14][CH:15]=3)[C:10](=[O:18])[N:9]([CH3:19])[C:8]=2[CH:20]=1, predict the reactants needed to synthesize it. The reactants are: [OH:1][C:2]([C:5]1[C:21]([O:22][CH2:23][C@@H:24]([N:29]2C(=O)C3C(=CC=CC=3)C2=O)[CH2:25][CH:26]([CH3:28])[CH3:27])=[CH:20][C:8]2[N:9]([CH3:19])[C:10](=[O:18])[C:11]3[C:16]([C:7]=2[CH:6]=1)=[CH:15][CH:14]=[N:13][C:12]=3[CH3:17])([CH3:4])[CH3:3].NN. (5) Given the product [CH3:28][C:27]([C:26]#[C:25]/[CH:24]=[CH:23]/[CH2:22][N:2]([CH2:3][C:4]1[CH:5]=[CH:6][CH:7]=[C:8]2[CH:9]=[CH:10][CH:11]=[CH:12][C:13]=12)[CH3:1])([CH3:30])[CH3:29].[ClH:21], predict the reactants needed to synthesize it. The reactants are: [CH3:1][NH:2][CH2:3][C:4]1[C:13]2[C:8](=[CH:9][CH:10]=[CH:11][CH:12]=2)[CH:7]=[CH:6][CH:5]=1.Cl.C(=O)([O-])[O-].[K+].[K+].[Cl:21][CH2:22]/[CH:23]=[CH:24]/[C:25]#[C:26][C:27]([CH3:30])([CH3:29])[CH3:28].[I-].[K+].N. (6) Given the product [CH3:19][C:20]1[N:21]=[N:22][N:23]([CH3:42])[C:24]=1[C:25]1[CH:37]=[N:36][C:35]2[C:34]3[CH:33]=[CH:32][C:31]([C:38]([O:40][CH3:41])=[O:39])=[CH:30][C:29]=3[N:28]([CH:6]([C:13]3[CH:17]=[C:16]([CH3:18])[O:15][N:14]=3)[CH:7]3[CH2:12][CH2:11][O:10][CH2:9][CH2:8]3)[C:27]=2[CH:26]=1, predict the reactants needed to synthesize it. The reactants are: CS(O[CH:6]([C:13]1[CH:17]=[C:16]([CH3:18])[O:15][N:14]=1)[CH:7]1[CH2:12][CH2:11][O:10][CH2:9][CH2:8]1)(=O)=O.[CH3:19][C:20]1[N:21]=[N:22][N:23]([CH3:42])[C:24]=1[C:25]1[CH:37]=[N:36][C:35]2[C:34]3[CH:33]=[CH:32][C:31]([C:38]([O:40][CH3:41])=[O:39])=[CH:30][C:29]=3[NH:28][C:27]=2[CH:26]=1.C(O)(C(F)(F)F)=O.